Dataset: Catalyst prediction with 721,799 reactions and 888 catalyst types from USPTO. Task: Predict which catalyst facilitates the given reaction. (1) Reactant: Br[C:2]1[O:14][C:5]2[N:6]=[C:7]([S:12][CH3:13])[N:8]=[C:9]([O:10][CH3:11])[C:4]=2[C:3]=1[C:15]1[CH:20]=[CH:19][CH:18]=[CH:17][CH:16]=1.CC1(C)C(C)(C)OB([C:29]2[CH:34]=[CH:33][C:32]([C:35]3([NH:39][C:40](=[O:46])[O:41][C:42]([CH3:45])([CH3:44])[CH3:43])[CH2:38][CH2:37][CH2:36]3)=[CH:31][CH:30]=2)O1.[O-]P([O-])([O-])=O.[K+].[K+].[K+]. The catalyst class is: 339. Product: [CH3:11][O:10][C:9]1[C:4]2[C:3]([C:15]3[CH:20]=[CH:19][CH:18]=[CH:17][CH:16]=3)=[C:2]([C:29]3[CH:30]=[CH:31][C:32]([C:35]4([NH:39][C:40](=[O:46])[O:41][C:42]([CH3:44])([CH3:43])[CH3:45])[CH2:36][CH2:37][CH2:38]4)=[CH:33][CH:34]=3)[O:14][C:5]=2[N:6]=[C:7]([S:12][CH3:13])[N:8]=1. (2) Reactant: [CH3:1][N:2]1[C:7](=[O:8])[CH:6]=[C:5]([C:9]2[CH:14]=[CH:13][N:12]=[CH:11][N:10]=2)[N:4]=[C:3]1[O:15][CH:16]1[CH2:21][CH2:20][N:19]([C:22]2[CH:23]=[CH:24][C:25]3[N:30](COCC[Si](C)(C)C)[C:29](=[O:39])[O:28][CH2:27][C:26]=3[CH:40]=2)[CH2:18][CH2:17]1.Cl.O.C(=O)([O-])O.[Na+]. Product: [CH3:1][N:2]1[C:7](=[O:8])[CH:6]=[C:5]([C:9]2[CH:14]=[CH:13][N:12]=[CH:11][N:10]=2)[N:4]=[C:3]1[O:15][CH:16]1[CH2:21][CH2:20][N:19]([C:22]2[CH:23]=[CH:24][C:25]3[NH:30][C:29](=[O:39])[O:28][CH2:27][C:26]=3[CH:40]=2)[CH2:18][CH2:17]1. The catalyst class is: 7. (3) Reactant: [NH2:1][C@H:2]1[CH2:6][CH2:5][N:4]([C@H:7]2[CH2:12][CH2:11][C@@H:10]([N:13]([CH:15]([CH3:17])[CH3:16])[CH3:14])[CH2:9][C@H:8]2[CH2:18][S:19]([CH:22]([CH3:24])[CH3:23])(=[O:21])=[O:20])[C:3]1=[O:25].C(N(C(C)C)CC)(C)C.[C:35]([C:39]1[CH:43]=[C:42]([C:44](O)=[O:45])[N:41]([CH3:47])[N:40]=1)([CH3:38])([CH3:37])[CH3:36].CN(C(ON1N=NC2C=CC=NC1=2)=[N+](C)C)C.F[P-](F)(F)(F)(F)F. Product: [C:35]([C:39]1[CH:43]=[C:42]([C:44]([NH:1][C@H:2]2[CH2:6][CH2:5][N:4]([C@H:7]3[CH2:12][CH2:11][C@@H:10]([N:13]([CH:15]([CH3:17])[CH3:16])[CH3:14])[CH2:9][C@H:8]3[CH2:18][S:19]([CH:22]([CH3:24])[CH3:23])(=[O:21])=[O:20])[C:3]2=[O:25])=[O:45])[N:41]([CH3:47])[N:40]=1)([CH3:38])([CH3:36])[CH3:37]. The catalyst class is: 3. (4) Reactant: [Cl:1][C:2]1[CH:3]=[C:4]([NH:11][C:12]2[CH:17]=[CH:16][CH:15]=[C:14](F)[N:13]=2)[C:5]2[N:6]([CH:8]=[CH:9][N:10]=2)[N:7]=1.[NH:19]1[CH2:23][CH2:22][CH2:21][CH2:20]1. Product: [Cl:1][C:2]1[CH:3]=[C:4]([NH:11][C:12]2[CH:17]=[CH:16][CH:15]=[C:14]([N:19]3[CH2:23][CH2:22][CH2:21][CH2:20]3)[N:13]=2)[C:5]2[N:6]([CH:8]=[CH:9][N:10]=2)[N:7]=1. The catalyst class is: 6. (5) Reactant: [C:1]([C:4]1[CH:5]=[CH:6][C:7]([NH:36][C:37](=[O:39])[CH3:38])=[C:8]([C:10]2[CH:15]=[CH:14][C:13]([N:16]3[C:20]4[CH:21]=[CH:22][CH:23]=[CH:24][C:19]=4[N:18]([CH2:25][C:26]4[CH:34]=[CH:33][CH:32]=[C:31]5[C:27]=4[CH:28]=[CH:29][NH:30]5)[C:17]3=[NH:35])=[CH:12][CH:11]=2)[CH:9]=1)(=[O:3])[CH3:2].[BH4-].[Na+]. Product: [OH:3][CH:1]([C:4]1[CH:5]=[CH:6][C:7]([NH:36][C:37](=[O:39])[CH3:38])=[C:8]([C:10]2[CH:11]=[CH:12][C:13]([N:16]3[C:20]4[CH:21]=[CH:22][CH:23]=[CH:24][C:19]=4[N:18]([CH2:25][C:26]4[CH:34]=[CH:33][CH:32]=[C:31]5[C:27]=4[CH:28]=[CH:29][NH:30]5)[C:17]3=[NH:35])=[CH:14][CH:15]=2)[CH:9]=1)[CH3:2]. The catalyst class is: 5. (6) The catalyst class is: 2. Product: [CH:37]([NH:40][C:41]([N:1]1[CH2:2][CH2:3][CH:4]([CH2:7][CH2:8][O:9][C:10]2[CH:11]=[C:12]([CH:18]=[CH:19][CH:20]=2)[C:13]([O:15][CH2:16][CH3:17])=[O:14])[CH2:5][CH2:6]1)=[O:42])([CH3:39])[CH3:38]. Reactant: [NH:1]1[CH2:6][CH2:5][CH:4]([CH2:7][CH2:8][O:9][C:10]2[CH:11]=[C:12]([CH:18]=[CH:19][CH:20]=2)[C:13]([O:15][CH2:16][CH3:17])=[O:14])[CH2:3][CH2:2]1.C(O)(C(F)(F)F)=O.CCN(C(C)C)C(C)C.[CH:37]([N:40]=[C:41]=[O:42])([CH3:39])[CH3:38]. (7) Reactant: [Cl:1][C:2]1[C:7]([CH:8]=[O:9])=[C:6]([C:10]([N:12]2[CH2:16][CH2:15][CH2:14][CH2:13]2)=[O:11])[CH:5]=[C:4]([Cl:17])[N:3]=1.[BH4-].[Na+]. Product: [Cl:1][C:2]1[C:7]([CH2:8][OH:9])=[C:6]([C:10]([N:12]2[CH2:13][CH2:14][CH2:15][CH2:16]2)=[O:11])[CH:5]=[C:4]([Cl:17])[N:3]=1. The catalyst class is: 14.